From a dataset of Reaction yield outcomes from USPTO patents with 853,638 reactions. Predict the reaction yield, written as a fraction of the theoretical maximum amount of product (1.0 means a 100% yield; for example, 0.34 means a 34% yield). (1) The yield is 0.270. The product is [NH2:9][CH2:8][C:7]1[C:6]([C:10]2[CH:15]=[CH:14][C:13]([Cl:16])=[CH:12][C:11]=2[Cl:17])=[CH:5][N:4]2[C:18]([N:21]3[CH2:26][CH2:25][O:24][CH2:23][CH2:22]3)=[CH:19][N:20]=[C:3]2[C:2]=1[NH2:1]. The catalyst is C1COCC1.O1CCOCC1. The reactants are [NH2:1][C:2]1[C:3]2[N:4]([C:18]([N:21]3[CH2:26][CH2:25][O:24][CH2:23][CH2:22]3)=[CH:19][N:20]=2)[CH:5]=[C:6]([C:10]2[CH:15]=[CH:14][C:13]([Cl:16])=[CH:12][C:11]=2[Cl:17])[C:7]=1[C:8]#[N:9].B.C1COCC1.Cl.CO. (2) The yield is 0.651. The product is [O-:19][S:17]([C:20]([F:23])([F:22])[F:21])(=[O:18])=[O:16].[C:10]1([I+:9][C:27]2[CH:28]=[CH:29][CH:30]=[CH:31][C:26]=2[Si:25]([CH3:37])([CH3:36])[CH3:24])[CH:15]=[CH:14][CH:13]=[CH:12][CH:11]=1. The catalyst is C(Cl)Cl. The reactants are C(O)(=O)C.C(O)(=O)C.[I:9][C:10]1[CH:15]=[CH:14][CH:13]=[CH:12][CH:11]=1.[OH:16][S:17]([C:20]([F:23])([F:22])[F:21])(=[O:19])=[O:18].[CH3:24][Si:25]([CH3:37])([CH3:36])[C:26]1[CH:31]=[CH:30][CH:29]=[CH:28][C:27]=1[Si](C)(C)C. (3) The reactants are [Br:1][C:2]1[CH:3]=[C:4]([C:14]([O:16]C)=[O:15])[C:5]2[CH:6]=[CH:7][N:8]([CH:11]([CH3:13])[CH3:12])[C:9]=2[CH:10]=1.[OH-].[Na+].Cl. The catalyst is CO.O1CCCC1.O. The product is [Br:1][C:2]1[CH:3]=[C:4]([C:14]([OH:16])=[O:15])[C:5]2[CH:6]=[CH:7][N:8]([CH:11]([CH3:13])[CH3:12])[C:9]=2[CH:10]=1. The yield is 0.990. (4) The reactants are [F:1][C:2]1[CH:3]=[CH:4][C:5]([CH3:19])=[C:6]([C:8]2[CH:17]=[C:16]3[C:11]([CH:12]=[C:13]([NH2:18])[N:14]=[CH:15]3)=[CH:10][CH:9]=2)[CH:7]=1.[F:20][C:21]1([F:27])[CH2:23][CH:22]1[C:24](O)=[O:25].F[P-](F)(F)(F)(F)F.N1(O[P+](N2CCCC2)(N2CCCC2)N2CCCC2)C2N=CC=CC=2N=N1.CN(C)C=O.C(N(CC)C(C)C)(C)C. The catalyst is CN(C)C1C=CN=CC=1.C(OCC)(=O)C. The product is [F:20][C:21]1([F:27])[CH2:23][CH:22]1[C:24]([NH:18][C:13]1[N:14]=[CH:15][C:16]2[C:11]([CH:12]=1)=[CH:10][CH:9]=[C:8]([C:6]1[CH:7]=[C:2]([F:1])[CH:3]=[CH:4][C:5]=1[CH3:19])[CH:17]=2)=[O:25]. The yield is 0.730. (5) The reactants are CC(C)([O-])C.[K+].Br[CH2:8][C:9]([N:11]([C:15]1[CH:20]=[C:19]([CH3:21])[C:18]([Br:22])=[C:17]([CH3:23])[CH:16]=1)[CH2:12][CH2:13][OH:14])=[O:10].O. The catalyst is CC(O)(C)C. The product is [Br:22][C:18]1[C:19]([CH3:21])=[CH:20][C:15]([N:11]2[CH2:12][CH2:13][O:14][CH2:8][C:9]2=[O:10])=[CH:16][C:17]=1[CH3:23]. The yield is 1.00. (6) The reactants are [C:1]([O:5][C:6]([N:8]1[CH:17]([CH:18]([OH:22])[CH:19]([OH:21])[CH3:20])[CH2:16][NH:15][C:14]2[NH:13][C:12]([N:23]=[CH:24][N:25]([CH3:27])[CH3:26])=[N:11][C:10](=[O:28])[C:9]1=2)=[O:7])([CH3:4])([CH3:3])[CH3:2].[C:29]([NH:36][C@H:37]([C:42](O)=[O:43])[C@H:38]([CH2:40][CH3:41])[CH3:39])([O:31][C:32]([CH3:35])([CH3:34])[CH3:33])=[O:30]. No catalyst specified. The product is [C:1]([O:5][C:6]([N:8]1[CH:17]([CH:18]([OH:22])[CH:19]([O:21][C:42](=[O:43])[CH:37]([NH:36][C:29]([O:31][C:32]([CH3:33])([CH3:35])[CH3:34])=[O:30])[CH:38]([CH3:39])[CH2:40][CH3:41])[CH3:20])[CH2:16][NH:15][C:14]2[NH:13][C:12]([N:23]=[CH:24][N:25]([CH3:26])[CH3:27])=[N:11][C:10](=[O:28])[C:9]1=2)=[O:7])([CH3:4])([CH3:3])[CH3:2]. The yield is 0.400. (7) The reactants are [CH3:1][O:2][CH:3]1[C@@H:7]2[O:8][C:9]([CH3:12])([CH3:11])[O:10][C@@H:6]2[C@@H:5]([CH2:13][OH:14])[O:4]1.O[N:16]1C(=O)C2C(=CC=CC=2)C1=O.C1(P(C2C=CC=CC=2)C2C=CC=CC=2)C=CC=CC=1.CC(OC(/N=N/C(OC(C)C)=O)=O)C.O.NN. The catalyst is C(Cl)Cl. The product is [CH3:1][O:2][CH:3]1[C@@H:7]2[O:8][C:9]([CH3:12])([CH3:11])[O:10][C@@H:6]2[C@@H:5]([CH2:13][O:14][NH2:16])[O:4]1. The yield is 0.500. (8) The yield is 0.990. The product is [C:1]([O:5][C:6](=[O:26])[NH:7][CH:8]1[CH2:13][CH2:12][N:11]([C:14]2[N:15]([CH2:22][CH2:23][CH2:24][O:25][CH3:40])[C:16](=[O:21])[CH:17]=[C:18]([C:32]3[CH:33]=[CH:34][C:29]([C:27]#[N:28])=[C:30]([F:39])[CH:31]=3)[N:19]=2)[CH2:10][CH2:9]1)([CH3:4])([CH3:3])[CH3:2]. The reactants are [C:1]([O:5][C:6](=[O:26])[NH:7][CH:8]1[CH2:13][CH2:12][N:11]([C:14]2[N:15]([CH2:22][CH2:23][CH2:24][OH:25])[C:16](=[O:21])[CH:17]=[C:18](Cl)[N:19]=2)[CH2:10][CH2:9]1)([CH3:4])([CH3:3])[CH3:2].[C:27]([C:29]1[CH:34]=[CH:33][C:32](OB(O)O)=[CH:31][C:30]=1[F:39])#[N:28].[C:40]([O-])([O-])=O.[Na+].[Na+]. The catalyst is C(#N)C.O.C1C=CC([P]([Pd]([P](C2C=CC=CC=2)(C2C=CC=CC=2)C2C=CC=CC=2)([P](C2C=CC=CC=2)(C2C=CC=CC=2)C2C=CC=CC=2)[P](C2C=CC=CC=2)(C2C=CC=CC=2)C2C=CC=CC=2)(C2C=CC=CC=2)C2C=CC=CC=2)=CC=1.